Dataset: Full USPTO retrosynthesis dataset with 1.9M reactions from patents (1976-2016). Task: Predict the reactants needed to synthesize the given product. (1) The reactants are: [NH2:1][C:2]1[CH:11]=[C:10]2[C:5]([CH:6]=[CH:7][CH:8]=[N:9]2)=[CH:4][CH:3]=1.[CH3:12][C:13]1[C:18]([C:19]2[CH:27]=[CH:26][C:22]([C:23](O)=[O:24])=[CH:21][CH:20]=2)=[CH:17][CH:16]=[C:15]([CH3:28])[N:14]=1. Given the product [CH3:12][C:13]1[C:18]([C:19]2[CH:27]=[CH:26][C:22]([C:23]([NH:1][C:2]3[CH:11]=[C:10]4[C:5]([CH:6]=[CH:7][CH:8]=[N:9]4)=[CH:4][CH:3]=3)=[O:24])=[CH:21][CH:20]=2)=[CH:17][CH:16]=[C:15]([CH3:28])[N:14]=1, predict the reactants needed to synthesize it. (2) Given the product [Cl:1][C:2]1[C:7]([CH3:8])=[CH:6][CH:5]=[CH:4][C:3]=1[O:9][C@@H:11]([CH3:16])[C:12]([O:14][CH3:15])=[O:13], predict the reactants needed to synthesize it. The reactants are: [Cl:1][C:2]1[C:7]([CH3:8])=[CH:6][CH:5]=[CH:4][C:3]=1[OH:9].O[C@H:11]([CH3:16])[C:12]([O:14][CH3:15])=[O:13]. (3) Given the product [Cl:20][C:8]1[C:3]([C:1]#[CH:2])=[C:4]([F:13])[C:5]([O:11][CH3:12])=[CH:6][C:7]=1[O:9][CH3:10], predict the reactants needed to synthesize it. The reactants are: [C:1]([C:3]1[CH:8]=[C:7]([O:9][CH3:10])[CH:6]=[C:5]([O:11][CH3:12])[C:4]=1[F:13])#[CH:2].C(#N)C.S(Cl)([Cl:20])(=O)=O.C(=O)([O-])O.[Na+].